Task: Predict which catalyst facilitates the given reaction.. Dataset: Catalyst prediction with 721,799 reactions and 888 catalyst types from USPTO The catalyst class is: 58. Reactant: [I:1][C:2]1[N:3]=[CH:4][NH:5][CH:6]=1.[CH2:7]([O:9][CH:10]([O:13][CH2:14][CH3:15])[CH2:11]Br)[CH3:8].C([O-])([O-])=O.[K+].[K+]. Product: [CH2:7]([O:9][CH:10]([O:13][CH2:14][CH3:15])[CH2:11][N:5]1[CH:6]=[C:2]([I:1])[N:3]=[CH:4]1)[CH3:8].